From a dataset of Forward reaction prediction with 1.9M reactions from USPTO patents (1976-2016). Predict the product of the given reaction. (1) Given the reactants [F:1][C:2]1[CH:7]=[CH:6][C:5]([CH2:8][NH2:9])=[CH:4][CH:3]=1.[OH:10][C:11]1[C:16](=[O:17])[N:15]2[CH:18]=[C:19]([N:28]3[CH2:33][CH2:32][O:31][CH2:30][CH2:29]3)[CH:20]=[C:21]([N:22]3[CH2:27][CH2:26][O:25][CH2:24][CH2:23]3)[C:14]2=[N:13][C:12]=1[C:34](OC)=[O:35], predict the reaction product. The product is: [F:1][C:2]1[CH:7]=[CH:6][C:5]([CH2:8][NH:9][C:34]([C:12]2[N:13]=[C:14]3[C:21]([N:22]4[CH2:27][CH2:26][O:25][CH2:24][CH2:23]4)=[CH:20][C:19]([N:28]4[CH2:29][CH2:30][O:31][CH2:32][CH2:33]4)=[CH:18][N:15]3[C:16](=[O:17])[C:11]=2[OH:10])=[O:35])=[CH:4][CH:3]=1. (2) Given the reactants [C:1]([C:3]1[CH:8]=[CH:7][C:6]([C:9]2[CH:17]=CC=CC=2C(O)=O)=[CH:5][CH:4]=1)#C.C1N=CN(C(N2C=NC=C2)=[O:24])C=1.[NH:30]1[CH2:35][CH2:34][O:33][CH2:32][CH2:31]1, predict the reaction product. The product is: [C:9]([C:6]1[CH:5]=[CH:4][C:3]([C:1]([N:30]2[CH2:35][CH2:34][O:33][CH2:32][CH2:31]2)=[O:24])=[CH:8][CH:7]=1)#[CH:17].